This data is from Full USPTO retrosynthesis dataset with 1.9M reactions from patents (1976-2016). The task is: Predict the reactants needed to synthesize the given product. (1) The reactants are: [F:1][C:2]([F:32])([F:31])[C:3]1[CH:4]=[C:5]([C@H:13]([O:15][C@H:16]2[CH2:20][CH2:19][C@@H:18]([C:21]([NH2:23])=O)[C@@H:17]2[C:24]2[CH:29]=[CH:28][C:27]([F:30])=[CH:26][CH:25]=2)[CH3:14])[CH:6]=[C:7]([C:9]([F:12])([F:11])[F:10])[CH:8]=1.B.CSC. Given the product [F:12][C:9]([F:10])([F:11])[C:7]1[CH:6]=[C:5]([C@H:13]([O:15][C@H:16]2[CH2:20][CH2:19][C@@H:18]([CH2:21][NH2:23])[C@@H:17]2[C:24]2[CH:25]=[CH:26][C:27]([F:30])=[CH:28][CH:29]=2)[CH3:14])[CH:4]=[C:3]([C:2]([F:32])([F:1])[F:31])[CH:8]=1, predict the reactants needed to synthesize it. (2) The reactants are: [F:1][C:2]1[CH:3]=[C:4]([CH2:20][OH:21])[CH:5]=[C:6]([F:19])[C:7]=1[O:8][C:9]1[CH:10]=[N:11][CH:12]=[C:13]([C:15]([F:18])([F:17])[F:16])[CH:14]=1.[H-].[Na+].Cl[C:25]1[CH:26]=[C:27]2[N:34]([CH3:35])[CH2:33][CH2:32][N:28]2[C:29](=[O:31])[N:30]=1. Given the product [F:1][C:2]1[CH:3]=[C:4]([CH:5]=[C:6]([F:19])[C:7]=1[O:8][C:9]1[CH:10]=[N:11][CH:12]=[C:13]([C:15]([F:16])([F:17])[F:18])[CH:14]=1)[CH2:20][O:21][C:25]1[CH:26]=[C:27]2[N:34]([CH3:35])[CH2:33][CH2:32][N:28]2[C:29](=[O:31])[N:30]=1, predict the reactants needed to synthesize it. (3) Given the product [NH2:17][C:4]1[CH:5]=[C:6]2[C:11](=[CH:12][C:3]=1[O:2][CH3:1])[N:10]=[C:9]([NH:13][CH2:14][CH2:15][OH:16])[CH:8]=[CH:7]2, predict the reactants needed to synthesize it. The reactants are: [CH3:1][O:2][C:3]1[CH:12]=[C:11]2[C:6]([CH:7]=[CH:8][C:9]([NH:13][CH2:14][CH2:15][OH:16])=[N:10]2)=[CH:5][C:4]=1[N+:17]([O-])=O.[Cl-].[NH4+]. (4) Given the product [Cl:44][C:25]1[C:26]([NH:28][C:29]2[CH:34]=[CH:33][CH:32]=[CH:31][C:30]=2[S:35](=[O:36])(=[O:37])[N:38]([CH2:40][CH2:41][O:42][CH3:43])[CH3:39])=[N:27][C:22]([NH:1][C:2]2[C:18]([O:19][CH3:20])=[CH:17][C:5]3[CH2:6][CH2:7][N:8]([CH2:11][C:12]([N:14]([CH3:16])[CH3:15])=[O:13])[CH2:9][CH2:10][C:4]=3[CH:3]=2)=[N:23][CH:24]=1, predict the reactants needed to synthesize it. The reactants are: [NH2:1][C:2]1[C:18]([O:19][CH3:20])=[CH:17][C:5]2[CH2:6][CH2:7][N:8]([CH2:11][C:12]([N:14]([CH3:16])[CH3:15])=[O:13])[CH2:9][CH2:10][C:4]=2[CH:3]=1.Cl[C:22]1[N:27]=[C:26]([NH:28][C:29]2[CH:34]=[CH:33][CH:32]=[CH:31][C:30]=2[S:35]([N:38]([CH2:40][CH2:41][O:42][CH3:43])[CH3:39])(=[O:37])=[O:36])[C:25]([Cl:44])=[CH:24][N:23]=1. (5) Given the product [CH3:20][S:21]([O:12][CH2:11][CH2:10][CH2:9][CH2:8][C:4]1[CH:5]=[CH:6][CH:7]=[C:2]([I:1])[CH:3]=1)(=[O:23])=[O:22], predict the reactants needed to synthesize it. The reactants are: [I:1][C:2]1[CH:3]=[C:4]([CH2:8][CH2:9][CH2:10][CH2:11][OH:12])[CH:5]=[CH:6][CH:7]=1.C(NC(C)C)(C)C.[CH3:20][S:21](Cl)(=[O:23])=[O:22]. (6) Given the product [S:1]1[CH:5]=[CH:4][N:3]=[C:2]1[CH:6]([NH:8][C:16](=[O:17])[O:18][C:19]([CH3:22])([CH3:21])[CH3:20])[CH3:7], predict the reactants needed to synthesize it. The reactants are: [S:1]1[CH:5]=[CH:4][N:3]=[C:2]1[CH:6]([NH2:8])[CH3:7].C(N(CC)CC)C.[C:16](O[C:16]([O:18][C:19]([CH3:22])([CH3:21])[CH3:20])=[O:17])([O:18][C:19]([CH3:22])([CH3:21])[CH3:20])=[O:17].O.